Dataset: Forward reaction prediction with 1.9M reactions from USPTO patents (1976-2016). Task: Predict the product of the given reaction. (1) Given the reactants [C:1]([C:5]1[CH:10]=[CH:9][C:8]([NH:11][C:12]2[C:13]3[CH2:21][CH2:20][NH:19][CH2:18][C:14]=3[N:15]=[CH:16][N:17]=2)=[CH:7][CH:6]=1)([CH3:4])([CH3:3])[CH3:2].Cl[C:23]1[C:28]([Cl:29])=[CH:27][CH:26]=[CH:25][N:24]=1.C([O-])([O-])=O.[K+].[K+], predict the reaction product. The product is: [C:1]([C:5]1[CH:10]=[CH:9][C:8]([NH:11][C:12]2[C:13]3[CH2:21][CH2:20][N:19]([C:23]4[C:28]([Cl:29])=[CH:27][CH:26]=[CH:25][N:24]=4)[CH2:18][C:14]=3[N:15]=[CH:16][N:17]=2)=[CH:7][CH:6]=1)([CH3:4])([CH3:2])[CH3:3]. (2) The product is: [C:14]([N:1]1[C@H:2]([CH:11]=[O:12])[CH2:3][C:4]2[C:9](=[CH:8][CH:7]=[CH:6][CH:5]=2)[CH2:10]1)([O:16][C:17]([CH3:20])([CH3:19])[CH3:18])=[O:15]. Given the reactants [N:1]1([C:14]([O:16][C:17]([CH3:20])([CH3:19])[CH3:18])=[O:15])[CH2:10][C:9]2[C:4](=[CH:5][CH:6]=[CH:7][CH:8]=2)[CH2:3][C@H:2]1[C:11](O)=[O:12].Cl.CNOC.C(Cl)CCl.C1C=CC2N(O)N=NC=2C=1.[H-].[H-].[H-].[H-].[Li+].[Al+3], predict the reaction product. (3) Given the reactants [NH:1]1[CH2:5][CH2:4][NH:3][C:2]1=[O:6].Br[C:8]1[C:9]([F:18])=[CH:10][C:11]2[C:15]([CH3:16])=[CH:14][S:13][C:12]=2[CH:17]=1.CN[C@@H:21]1[CH2:26][CH2:25][CH2:24][CH2:23][C@H:22]1[NH:27][CH3:28].P([O-])([O-])([O-])=O.[K+].[K+].[K+].O1CCOC[CH2:38]1, predict the reaction product. The product is: [CH:25]1([C:24]2[CH:23]=[CH:22][N:27]=[CH:28][C:38]=2[N:1]2[CH2:5][CH2:4][N:3]([C:8]3[C:9]([F:18])=[CH:10][C:11]4[C:15]([CH3:16])=[CH:14][S:13][C:12]=4[CH:17]=3)[C:2]2=[O:6])[CH2:26][CH2:21]1. (4) Given the reactants [CH2:1]([C@@:4]1([CH3:25])[CH2:9][C@H:8]([C:10]2[CH:15]=[CH:14][CH:13]=[C:12]([Cl:16])[CH:11]=2)[C@@H:7]([C:17]2[CH:22]=[CH:21][C:20]([Cl:23])=[CH:19][CH:18]=2)[NH:6][C:5]1=[O:24])[CH:2]=[CH2:3].[H-].[Na+].Br[CH:29]([CH2:34][CH3:35])[C:30]([O:32][CH3:33])=[O:31].[NH4+].[Cl-], predict the reaction product. The product is: [CH2:1]([C@@:4]1([CH3:25])[CH2:9][C@H:8]([C:10]2[CH:15]=[CH:14][CH:13]=[C:12]([Cl:16])[CH:11]=2)[C@@H:7]([C:17]2[CH:22]=[CH:21][C:20]([Cl:23])=[CH:19][CH:18]=2)[N:6]([C@@H:29]([CH2:34][CH3:35])[C:30]([O:32][CH3:33])=[O:31])[C:5]1=[O:24])[CH:2]=[CH2:3].